From a dataset of Full USPTO retrosynthesis dataset with 1.9M reactions from patents (1976-2016). Predict the reactants needed to synthesize the given product. Given the product [Br:1][C:2]1[CH:3]=[C:4]([O:18][CH3:19])[C:5]([NH:8][S:26]([C:25]2[CH:24]=[C:23]([Cl:30])[S:22][C:21]=2[Cl:20])(=[O:28])=[O:27])=[N:6][CH:7]=1, predict the reactants needed to synthesize it. The reactants are: [Br:1][C:2]1[CH:3]=[C:4]([O:18][CH3:19])[C:5]([NH:8]S(C2C=CC=CC=2)(=O)=O)=[N:6][CH:7]=1.[Cl:20][C:21]1[S:22][C:23]([Cl:30])=[CH:24][C:25]=1[S:26](Cl)(=[O:28])=[O:27].C1(S(Cl)(=O)=O)C=CC=CC=1.